Dataset: Reaction yield outcomes from USPTO patents with 853,638 reactions. Task: Predict the reaction yield, written as a fraction of the theoretical maximum amount of product (1.0 means a 100% yield; for example, 0.34 means a 34% yield). (1) The product is [Br:13][C:8]1[CH:9]=[C:10]2[C:5](=[CH:6][CH:7]=1)[N:4]([CH3:14])[CH:3]=[C:2]([NH:1][C:25]([CH:22]1[CH2:24][CH2:23]1)=[O:26])[C:11]2=[O:12]. The catalyst is ClCCl. The reactants are [NH2:1][C:2]1[C:11](=[O:12])[C:10]2[C:5](=[CH:6][CH:7]=[C:8]([Br:13])[CH:9]=2)[N:4]([CH3:14])[CH:3]=1.C(N(CC)CC)C.[CH:22]1([C:25](Cl)=[O:26])[CH2:24][CH2:23]1. The yield is 0.500. (2) The reactants are [H-].[Na+].[NH:3]1[C:11]2[C:6](=[CH:7][C:8]([O:12][C:13]3[N:18]=[CH:17][N:16]=[C:15]([NH2:19])[CH:14]=3)=[CH:9][CH:10]=2)[CH:5]=[CH:4]1.[CH3:20][NH:21][C:22](=O)[O:23]C1C=CC=CC=1. The catalyst is CN(C)C=O. The product is [CH3:20][NH:21][C:22]([N:3]1[C:11]2[C:6](=[CH:7][C:8]([O:12][C:13]3[CH:14]=[C:15]([NH2:19])[N:16]=[CH:17][N:18]=3)=[CH:9][CH:10]=2)[CH:5]=[CH:4]1)=[O:23]. The yield is 0.630. (3) The reactants are [CH2:1]([O:3][C:4]1[CH:5]=[C:6]([C:14](=O)[CH2:15][C:16](=O)[C:17]([F:20])([F:19])[F:18])[CH:7]=[CH:8][C:9]=1[C:10]([F:13])([F:12])[F:11])[CH3:2].[NH2:23][C:24]1[C:28]([C:29]2[CH:34]=[CH:33][N:32]=[C:31]([CH3:35])[CH:30]=2)=[CH:27][NH:26][N:25]=1. No catalyst specified. The product is [CH2:1]([O:3][C:4]1[CH:5]=[C:6]([C:14]2[CH:15]=[C:16]([C:17]([F:20])([F:19])[F:18])[N:25]3[N:26]=[CH:27][C:28]([C:29]4[CH:34]=[CH:33][N:32]=[C:31]([CH3:35])[CH:30]=4)=[C:24]3[N:23]=2)[CH:7]=[CH:8][C:9]=1[C:10]([F:13])([F:12])[F:11])[CH3:2]. The yield is 0.490. (4) The reactants are [CH2:1]([C:3]1[NH:4][C:5](=[O:27])[C:6]([CH2:12][C:13]2[CH:18]=[CH:17][C:16]([C:19]3[C:20]([C:25]#[N:26])=[CH:21][CH:22]=[CH:23][CH:24]=3)=[CH:15][CH:14]=2)=[C:7]([CH2:9][CH2:10][CH3:11])[N:8]=1)[CH3:2].[C:28]([C:31]1[CH:32]=[C:33](B(O)O)[CH:34]=[CH:35][CH:36]=1)(=[O:30])[CH3:29].C(N(CC)CC)C.N1C=CC=CC=1. The catalyst is ClCCl.C(OCC)(=O)C.C([O-])(=O)C.[Cu+2].C([O-])(=O)C. The product is [C:28]([C:31]1[CH:36]=[C:35]([N:4]2[C:5](=[O:27])[C:6]([CH2:12][C:13]3[CH:18]=[CH:17][C:16]([C:19]4[C:20]([C:25]#[N:26])=[CH:21][CH:22]=[CH:23][CH:24]=4)=[CH:15][CH:14]=3)=[C:7]([CH2:9][CH2:10][CH3:11])[N:8]=[C:3]2[CH2:1][CH3:2])[CH:34]=[CH:33][CH:32]=1)(=[O:30])[CH3:29]. The yield is 0.470.